Dataset: Reaction yield outcomes from USPTO patents with 853,638 reactions. Task: Predict the reaction yield, written as a fraction of the theoretical maximum amount of product (1.0 means a 100% yield; for example, 0.34 means a 34% yield). (1) The reactants are C([O:3][C:4]([C:6]1[C:15](=[O:16])[C:14]2[C:9](=[N:10][C:11](F)=[C:12]([CH2:17][C:18]3[CH:23]=[CH:22][CH:21]=[C:20]([Cl:24])[C:19]=3[F:25])[CH:13]=2)[N:8]([C@H:27]([C:32](C)(C)[O:33][SiH2]C(C)(C)C)[C:28]([CH3:31])([CH3:30])[CH3:29])[CH:7]=1)=[O:5])C.[NH:41]1[CH2:46][CH2:45][O:44][CH2:43][CH2:42]1.[OH-].[Na+]. The catalyst is CO. The product is [CH3:31][C:28]([C@H:27]([N:8]1[C:9]2[C:14](=[CH:13][C:12]([CH2:17][C:18]3[CH:23]=[CH:22][CH:21]=[C:20]([Cl:24])[C:19]=3[F:25])=[C:11]([N:41]3[CH2:46][CH2:45][O:44][CH2:43][CH2:42]3)[N:10]=2)[C:15](=[O:16])[C:6]([C:4]([OH:5])=[O:3])=[CH:7]1)[CH2:32][OH:33])([CH3:29])[CH3:30]. The yield is 0.960. (2) The reactants are [N:1]1([C:7]([O:9][C:10]([CH3:13])([CH3:12])[CH3:11])=[O:8])[CH2:6][CH2:5][NH:4][CH2:3][CH2:2]1.C(N(CC)CC)C.Br[CH2:22][C:23]([O:25][C:26]([CH3:29])([CH3:28])[CH3:27])=[O:24]. The catalyst is C1COCC1.CCOC(C)=O.O. The product is [C:26]([O:25][C:23](=[O:24])[CH2:22][N:4]1[CH2:5][CH2:6][N:1]([C:7]([O:9][C:10]([CH3:13])([CH3:12])[CH3:11])=[O:8])[CH2:2][CH2:3]1)([CH3:29])([CH3:28])[CH3:27]. The yield is 0.870. (3) The reactants are [CH3:1][C:2]([CH3:22])([CH3:21])[C:3]#[C:4][C:5]1[CH:10]=[C:9]([N+:11]([O-:13])=[O:12])[C:8](F)=[CH:7][C:6]=1[NH:15]C(=O)CCC.[CH3:23][C:24]([O-:27])([CH3:26])[CH3:25].[K+].O. The catalyst is CN(C=O)C. The product is [C:24]([O:27][C:8]1[CH:7]=[C:6]2[C:5]([CH:4]=[C:3]([C:2]([CH3:1])([CH3:21])[CH3:22])[NH:15]2)=[CH:10][C:9]=1[N+:11]([O-:13])=[O:12])([CH3:26])([CH3:25])[CH3:23]. The yield is 0.210. (4) The reactants are [Cl:1][C:2]1[C:3](=[O:15])[N:4]([CH:9]2[CH2:14][CH2:13][CH2:12][CH2:11][O:10]2)[N:5]=[CH:6][C:7]=1Cl.C(=O)([O-])[O-].[K+].[K+].[I-].[K+].[OH:24][C:25]1[CH:30]=[CH:29][CH:28]=[CH:27][C:26]=1[C:31](=[O:33])[CH3:32]. The catalyst is CC(C)=O.[Br-].C([N+](CCCC)(CCCC)CCCC)CCC. The product is [C:31]([C:26]1[CH:27]=[CH:28][CH:29]=[CH:30][C:25]=1[O:24][C:7]1[CH:6]=[N:5][N:4]([CH:9]2[CH2:14][CH2:13][CH2:12][CH2:11][O:10]2)[C:3](=[O:15])[C:2]=1[Cl:1])(=[O:33])[CH3:32]. The yield is 0.180. (5) The reactants are C([N:8]1[CH2:13][CH2:12][C:11]([C:15]2[CH:20]=[CH:19][C:18]([Cl:21])=[CH:17][CH:16]=2)(C)[CH2:10][CH2:9]1)C1C=CC=CC=1.ClC(OC(Cl)=O)C. The catalyst is C(Cl)Cl. The product is [Cl:21][C:18]1[CH:19]=[CH:20][C:15]([CH:11]2[CH:10]=[CH:9][NH:8][CH2:13][CH2:12]2)=[CH:16][CH:17]=1. The yield is 1.00. (6) The reactants are [Cl:1][C:2]1[S:6][C:5]([S:7]([NH:10][C:11]2[CH:19]=[CH:18][C:14]([C:15]([OH:17])=[O:16])=[C:13]([OH:20])[CH:12]=2)(=[O:9])=[O:8])=[CH:4][C:3]=1[C:21]1[CH:26]=[C:25]([F:27])[CH:24]=[CH:23][C:22]=1[OH:28].[CH2:29](O)[CH3:30]. No catalyst specified. The product is [Cl:1][C:2]1[S:6][C:5]([S:7]([NH:10][C:11]2[CH:19]=[CH:18][C:14]([C:15]([O:17][CH2:29][CH3:30])=[O:16])=[C:13]([OH:20])[CH:12]=2)(=[O:9])=[O:8])=[CH:4][C:3]=1[C:21]1[CH:26]=[C:25]([F:27])[CH:24]=[CH:23][C:22]=1[OH:28]. The yield is 0.920. (7) No catalyst specified. The product is [Cl:1][C:2]1[CH:15]=[CH:14][C:5]([CH2:6][S:7](/[CH:10]=[CH:11]/[C:20]2[CH:23]=[CH:24][C:17]([Br:16])=[CH:18][CH:19]=2)(=[O:9])=[O:8])=[CH:4][CH:3]=1. The reactants are [Cl:1][C:2]1[CH:15]=[CH:14][C:5]([CH2:6][S:7]([CH2:10][C:11](O)=O)(=[O:9])=[O:8])=[CH:4][CH:3]=1.[Br:16][C:17]1[CH:24]=[CH:23][C:20](C=O)=[CH:19][CH:18]=1. The yield is 0.920. (8) The reactants are [Br:1][C:2]1[CH:7]=[CH:6][C:5](I)=[C:4]([F:9])[CH:3]=1.C([Li])CCC.[CH2:15]([CH:20]1[CH2:25][CH2:24][C:23](=O)[CH2:22][CH2:21]1)[CH2:16][CH2:17][CH2:18][CH3:19].Cl. The catalyst is O1CCCC1.CCCCCC.O. The product is [Br:1][C:2]1[CH:7]=[CH:6][C:5]([C:23]2[CH2:24][CH2:25][CH:20]([CH2:15][CH2:16][CH2:17][CH2:18][CH3:19])[CH2:21][CH:22]=2)=[C:4]([F:9])[CH:3]=1. The yield is 0.580.